This data is from Forward reaction prediction with 1.9M reactions from USPTO patents (1976-2016). The task is: Predict the product of the given reaction. (1) Given the reactants [F:1][C:2]([F:12])([F:11])[O:3][C:4]1[CH:10]=[CH:9][C:7]([NH2:8])=[CH:6][CH:5]=1.[C:13]([C:15]1[CH:24]=[CH:23][C:18]([C:19](=O)[CH2:20]Br)=[CH:17][CH:16]=1)#[N:14].[CH:25]([NH2:27])=O, predict the reaction product. The product is: [F:1][C:2]([F:11])([F:12])[O:3][C:4]1[CH:10]=[CH:9][C:7]([N:8]2[CH:20]=[C:19]([C:18]3[CH:23]=[CH:24][C:15]([C:13]#[N:14])=[CH:16][CH:17]=3)[N:27]=[CH:25]2)=[CH:6][CH:5]=1. (2) Given the reactants [Cl:1][C:2]1[N:10]=[C:9]2[C:5]([N:6]=[CH:7][N:8]2[CH:11]2[CH2:15][CH2:14][CH2:13][CH2:12]2)=[C:4](Cl)[N:3]=1.[CH3:17][O:18][C:19]1[CH:20]=[C:21]([CH:24]=[C:25]([O:27][CH3:28])[CH:26]=1)[CH2:22][NH2:23], predict the reaction product. The product is: [Cl:1][C:2]1[N:10]=[C:9]2[C:5]([N:6]=[CH:7][N:8]2[CH:11]2[CH2:15][CH2:14][CH2:13][CH2:12]2)=[C:4]([NH:23][CH2:22][C:21]2[CH:24]=[C:25]([O:27][CH3:28])[CH:26]=[C:19]([O:18][CH3:17])[CH:20]=2)[N:3]=1. (3) Given the reactants N[C:2]1[CH:3]=[N:4][C:5]2[C:10]([CH:11]=1)=[CH:9][C:8]([CH3:12])=[CH:7][CH:6]=2.N([O-])=[O:14].[Na+].[OH-].[Na+], predict the reaction product. The product is: [OH:14][C:2]1[CH:3]=[N:4][C:5]2[C:10]([CH:11]=1)=[CH:9][C:8]([CH3:12])=[CH:7][CH:6]=2. (4) Given the reactants Cl.Cl.[NH2:3][C:4]1[CH:5]=[CH:6][C:7]2[S:11][C:10]([CH3:12])=[N:9][C:8]=2[CH:13]=1.[Cl:14][C:15]([O:17][C:18]1[CH:23]=[CH:22][C:21]([N+:24]([O-:26])=[O:25])=[CH:20][CH:19]=1)=[O:16], predict the reaction product. The product is: [ClH:14].[CH3:12][C:10]1[S:11][C:7]2[CH:6]=[CH:5][C:4]([NH:3][C:15](=[O:16])[O:17][C:18]3[CH:19]=[CH:20][C:21]([N+:24]([O-:26])=[O:25])=[CH:22][CH:23]=3)=[CH:13][C:8]=2[N:9]=1. (5) Given the reactants [O:1]([C:8]1[CH:9]=[C:10]([CH:21]=[CH:22][CH:23]=1)[CH2:11][N:12]1[CH2:16][CH2:15][CH:14]([C:17]([O:19]C)=[O:18])[CH2:13]1)[C:2]1[CH:7]=[CH:6][CH:5]=[CH:4][CH:3]=1.[OH-].[Li+], predict the reaction product. The product is: [O:1]([C:8]1[CH:9]=[C:10]([CH:21]=[CH:22][CH:23]=1)[CH2:11][N:12]1[CH2:16][CH2:15][CH:14]([C:17]([OH:19])=[O:18])[CH2:13]1)[C:2]1[CH:3]=[CH:4][CH:5]=[CH:6][CH:7]=1. (6) Given the reactants Cl(O)(=O)(=O)=O.[C:6]([O:10][C:11]([N:13]1[CH2:17][CH2:16][C@H:15]([NH2:18])[CH2:14]1)=[O:12])([CH3:9])([CH3:8])[CH3:7].C(OC(N1CC[C@@H](N)C1)=O)(C)(C)C, predict the reaction product. The product is: [C:6]([O:10][C:11]([N:13]1[CH2:17][CH2:16][CH:15]([NH2:18])[CH2:14]1)=[O:12])([CH3:9])([CH3:7])[CH3:8]. (7) Given the reactants N1C(N)=NC=N1.BrC(CBr)C(OCC)=O.[NH:16]1[C:20]([NH:21][CH:22]=[CH:23][C:24](OCC)=O)=[N:19][CH:18]=[N:17]1.C[O-].[Na+].N1N2C(O)=CC=NC2=NC=1.P(Cl)(Cl)([Cl:44])=O, predict the reaction product. The product is: [Cl:44][C:24]1[N:16]2[N:17]=[CH:18][N:19]=[C:20]2[N:21]=[CH:22][CH:23]=1. (8) Given the reactants [Cl:1][C:2]1[CH:7]=[C:6]([NH:8][CH3:9])[CH:5]=[CH:4][C:3]=1[C:10]1[O:11][C:12]2[C:17]([C:18](=[O:20])[CH:19]=1)=[C:16]([OH:21])[CH:15]=[C:14]([OH:22])[C:13]=2[C@@H:23]1[CH2:27][CH2:26][N:25]([CH3:28])[C@H:24]1[CH2:29][OH:30].Cl, predict the reaction product. The product is: [ClH:1].[Cl:1][C:2]1[CH:7]=[C:6]([NH:8][CH3:9])[CH:5]=[CH:4][C:3]=1[C:10]1[O:11][C:12]2[C:17]([C:18](=[O:20])[CH:19]=1)=[C:16]([OH:21])[CH:15]=[C:14]([OH:22])[C:13]=2[C@@H:23]1[CH2:27][CH2:26][N:25]([CH3:28])[C@H:24]1[CH2:29][OH:30]. (9) The product is: [CH3:13][O:17][N:18]([CH3:19])[C:1](=[O:9])[C:2]1[CH:7]=[CH:6][N:5]=[CH:4][CH:3]=1. Given the reactants [C:1]([OH:9])(=O)[C:2]1[CH:7]=[CH:6][N:5]=[CH:4][CH:3]=1.CN([C:13]([O:17][N:18]1N=NC2C=CC=N[C:19]1=2)=[N+](C)C)C.F[P-](F)(F)(F)(F)F.COCN, predict the reaction product.